From a dataset of Reaction yield outcomes from USPTO patents with 853,638 reactions. Predict the reaction yield, written as a fraction of the theoretical maximum amount of product (1.0 means a 100% yield; for example, 0.34 means a 34% yield). (1) The reactants are [Br:1][C:2]1[CH:3]=[C:4]([NH:10][C:11]2[N:16]=[CH:15][C:14]([O:17][CH:18]3[CH2:21][N:20](C(OC(C)(C)C)=O)[CH2:19]3)=[CH:13][CH:12]=2)[C:5](=[O:9])[N:6]([CH3:8])[CH:7]=1.FC(F)(F)C(O)=O. The catalyst is C(Cl)Cl. The product is [NH:20]1[CH2:21][CH:18]([O:17][C:14]2[CH:13]=[CH:12][C:11]([NH:10][C:4]3[C:5](=[O:9])[N:6]([CH3:8])[CH:7]=[C:2]([Br:1])[CH:3]=3)=[N:16][CH:15]=2)[CH2:19]1. The yield is 0.920. (2) The reactants are [C:1]([C:3]1[CH:8]=[CH:7][C:6]([CH2:9][CH2:10][CH2:11][CH2:12][N:13]2[CH2:20][CH:19]3[O:21][CH:15]([CH2:16][N:17](C(OC(C)(C)C)=O)[CH2:18]3)[CH2:14]2)=[CH:5][CH:4]=1)#[N:2].FC(F)(F)C(O)=O. The catalyst is ClCCl. The product is [CH:19]12[O:21][CH:15]([CH2:16][NH:17][CH2:18]1)[CH2:14][N:13]([CH2:12][CH2:11][CH2:10][CH2:9][C:6]1[CH:5]=[CH:4][C:3]([C:1]#[N:2])=[CH:8][CH:7]=1)[CH2:20]2. The yield is 1.00. (3) The reactants are [F:1][C:2]1[CH:3]=[CH:4][C:5]([OH:24])=[C:6]([C@H:8]2[CH2:12][CH2:11][CH2:10][N:9]2[C:13]2[CH:18]=[CH:17][N:16]3[N:19]=[CH:20][C:21]([CH:22]=[O:23])=[C:15]3[N:14]=2)[CH:7]=1.Br[CH2:26][CH2:27][NH:28][C:29](=[O:35])[O:30][C:31]([CH3:34])([CH3:33])[CH3:32].C(=O)([O-])[O-].[K+].[K+].CN(C=O)C. The product is [F:1][C:2]1[CH:3]=[CH:4][C:5]([O:24][CH2:26][CH2:27][NH:28][C:29](=[O:35])[O:30][C:31]([CH3:34])([CH3:33])[CH3:32])=[C:6]([C@H:8]2[CH2:12][CH2:11][CH2:10][N:9]2[C:13]2[CH:18]=[CH:17][N:16]3[N:19]=[CH:20][C:21]([CH:22]=[O:23])=[C:15]3[N:14]=2)[CH:7]=1. The yield is 0.866. The catalyst is C(Cl)Cl.